Dataset: Reaction yield outcomes from USPTO patents with 853,638 reactions. Task: Predict the reaction yield, written as a fraction of the theoretical maximum amount of product (1.0 means a 100% yield; for example, 0.34 means a 34% yield). The catalyst is O. The reactants are O1CCCC1.[F:6][C:7]1[N:12]=[C:11]([O:13][CH2:14][C:15]2[CH:20]=[CH:19][C:18]([CH2:21][C:22](Cl)=[N:23][OH:24])=[CH:17][CH:16]=2)[CH:10]=[CH:9][CH:8]=1.[C:26]([C:28]1[C:29]([NH2:34])=[N:30][CH:31]=[CH:32][CH:33]=1)#[CH:27].C(N(CC)CC)C. The yield is 0.230. The product is [F:6][C:7]1[N:12]=[C:11]([O:13][CH2:14][C:15]2[CH:20]=[CH:19][C:18]([CH2:21][C:22]3[CH:27]=[C:26]([C:28]4[C:29]([NH2:34])=[N:30][CH:31]=[CH:32][CH:33]=4)[O:24][N:23]=3)=[CH:17][CH:16]=2)[CH:10]=[CH:9][CH:8]=1.